Dataset: Catalyst prediction with 721,799 reactions and 888 catalyst types from USPTO. Task: Predict which catalyst facilitates the given reaction. (1) Reactant: [NH2:1][C:2]1[S:3][CH:4]=[C:5]([C:7]2[CH:21]=[CH:20][C:10]([CH2:11][NH:12][C:13]([O:15][C:16]([CH3:19])([CH3:18])[CH3:17])=[O:14])=[CH:9][CH:8]=2)[N:6]=1.C(N(CC)CC)C.[CH:29]1([C:32](Cl)=[O:33])[CH2:31][CH2:30]1. Product: [CH2:30]1[CH2:31][CH:29]1[C:32]([NH:1][C:2]1[S:3][CH:4]=[C:5]([C:7]2[CH:21]=[CH:20][C:10]([CH2:11][NH:12][C:13]([O:15][C:16]([CH3:18])([CH3:17])[CH3:19])=[O:14])=[CH:9][CH:8]=2)[N:6]=1)=[O:33]. The catalyst class is: 135. (2) Reactant: Cl[S:2]([N:5]=[C:6]=[O:7])(=[O:4])=[O:3].[C:8]([OH:12])([CH3:11])([CH3:10])[CH3:9].[CH3:13][C:14]1[N:19]=[C:18]([C:20]2[CH:25]=[CH:24][N:23]=[C:22]([C:26]3[CH:27]=[C:28]([NH2:32])[CH:29]=[CH:30][CH:31]=3)[N:21]=2)[CH:17]=[C:16]([C:33]2[CH:38]=[CH:37][C:36]([C:39]([F:42])([F:41])[F:40])=[CH:35][CH:34]=2)[CH:15]=1.C(N(CC)CC)C. Product: [C:8]([O:12][C:6]([NH:5][S:2]([NH:32][C:28]1[CH:29]=[CH:30][CH:31]=[C:26]([C:22]2[N:21]=[C:20]([C:18]3[CH:17]=[C:16]([C:33]4[CH:38]=[CH:37][C:36]([C:39]([F:42])([F:41])[F:40])=[CH:35][CH:34]=4)[CH:15]=[C:14]([CH3:13])[N:19]=3)[CH:25]=[CH:24][N:23]=2)[CH:27]=1)(=[O:4])=[O:3])=[O:7])([CH3:11])([CH3:10])[CH3:9]. The catalyst class is: 4. (3) Reactant: [CH3:1][CH:2]([CH3:20])[CH:3]([C:11]1[CH:19]=[CH:18][C:14]([C:15]([OH:17])=O)=[CH:13][CH:12]=1)[O:4][C:5]1[CH:10]=[CH:9][CH:8]=[CH:7][CH:6]=1.CN(C(ON1N=NC2C=CC=NC1=2)=[N+](C)C)C.F[P-](F)(F)(F)(F)F.C(N(CC)CC)C.[NH2:52][CH2:53][C:54]1[C:55]([OH:62])=[N:56][C:57]([CH3:61])=[CH:58][C:59]=1[CH3:60]. Product: [OH:62][C:55]1[C:54]([CH2:53][NH:52][C:15](=[O:17])[C:14]2[CH:13]=[CH:12][C:11]([CH:3]([O:4][C:5]3[CH:6]=[CH:7][CH:8]=[CH:9][CH:10]=3)[CH:2]([CH3:1])[CH3:20])=[CH:19][CH:18]=2)=[C:59]([CH3:60])[CH:58]=[C:57]([CH3:61])[N:56]=1. The catalyst class is: 4. (4) Reactant: [Cl:1][C:2]1[CH:8]=[CH:7][C:5]([NH2:6])=[CH:4][C:3]=1[C:9]1[CH:14]=[CH:13][CH:12]=[CH:11][N:10]=1.[Cl:15][C:16]1[CH:24]=[CH:23][C:19]([C:20](Cl)=[O:21])=[CH:18][N:17]=1.CCN(C(C)C)C(C)C. The catalyst class is: 4. Product: [Cl:15][C:16]1[CH:24]=[CH:23][C:19]([C:20]([NH:6][C:5]2[CH:7]=[CH:8][C:2]([Cl:1])=[C:3]([C:9]3[CH:14]=[CH:13][CH:12]=[CH:11][N:10]=3)[CH:4]=2)=[O:21])=[CH:18][N:17]=1.